This data is from Full USPTO retrosynthesis dataset with 1.9M reactions from patents (1976-2016). The task is: Predict the reactants needed to synthesize the given product. (1) Given the product [C:1]([O:5][C:6]([NH:8][C@@:9]1([C:24]([O:26][C:27]([CH3:30])([CH3:29])[CH3:28])=[O:25])[C@H:14]([O:15][CH2:35][C:34]2[CH:37]=[CH:38][C:39]([Cl:40])=[C:32]([Cl:31])[CH:33]=2)[C@H:13]([OH:16])[C@@H:12]2[C@H:10]1[C@H:11]2[C:17]([O:19][C:20]([CH3:21])([CH3:23])[CH3:22])=[O:18])=[O:7])([CH3:4])([CH3:2])[CH3:3], predict the reactants needed to synthesize it. The reactants are: [C:1]([O:5][C:6]([NH:8][C@@:9]1([C:24]([O:26][C:27]([CH3:30])([CH3:29])[CH3:28])=[O:25])[C@H:14]([OH:15])[C@H:13]([OH:16])[C@@H:12]2[C@H:10]1[C@H:11]2[C:17]([O:19][C:20]([CH3:23])([CH3:22])[CH3:21])=[O:18])=[O:7])([CH3:4])([CH3:3])[CH3:2].[Cl:31][C:32]1[CH:33]=[C:34]([CH:37]=[CH:38][C:39]=1[Cl:40])[CH2:35]Br.[OH-].[Na+].O. (2) The reactants are: [CH3:1][O:2][C:3](=[O:20])[C:4]1[CH:9]=[C:8]([N:10]([CH3:14])[CH2:11][CH2:12][CH3:13])[N:7]=[C:6]([NH:15][S:16]([CH3:19])(=[O:18])=[O:17])[CH:5]=1.IC.[C:23](=O)([O-])[O-].[K+].[K+]. Given the product [CH3:1][O:2][C:3](=[O:20])[C:4]1[CH:9]=[C:8]([N:10]([CH3:14])[CH2:11][CH2:12][CH3:13])[N:7]=[C:6]([N:15]([S:16]([CH3:19])(=[O:18])=[O:17])[CH3:23])[CH:5]=1, predict the reactants needed to synthesize it. (3) Given the product [CH3:1][C:2]1([CH3:32])[CH2:11][CH2:10][C:9]([CH3:12])([CH3:13])[C:8]2[CH:7]=[C:6]([C@@H:14]([CH2:27][CH2:28][CH2:29][CH2:30][CH3:31])[CH2:15][O:16][C:17]3[CH:18]=[CH:19][C:20]([C:21]([OH:23])=[O:22])=[CH:25][CH:26]=3)[CH:5]=[CH:4][C:3]1=2, predict the reactants needed to synthesize it. The reactants are: [CH3:1][C:2]1([CH3:32])[CH2:11][CH2:10][C:9]([CH3:13])([CH3:12])[C:8]2[CH:7]=[C:6]([C@@H:14]([CH2:27][CH2:28][CH2:29][CH2:30][CH3:31])[CH2:15][O:16][C:17]3[CH:26]=[CH:25][C:20]([C:21]([O:23]C)=[O:22])=[CH:19][CH:18]=3)[CH:5]=[CH:4][C:3]1=2.O.[OH-].[Li+]. (4) Given the product [C:1]([C@@H:9]1[CH2:13][CH2:12][N:11]([C:14]([O:16][C:17]([CH3:20])([CH3:19])[CH3:18])=[O:15])[CH2:10]1)#[N:2], predict the reactants needed to synthesize it. The reactants are: [C-:1]#[N:2].[Na+].CS(O[C@H:9]1[CH2:13][CH2:12][N:11]([C:14]([O:16][C:17]([CH3:20])([CH3:19])[CH3:18])=[O:15])[CH2:10]1)(=O)=O.O. (5) Given the product [Cl:1][C:2]1[C:7]([NH:8][C:20]([C:19]2[C:14]([NH:13][CH:10]3[CH2:11][CH2:12]3)=[N:15][CH:16]=[CH:17][CH:18]=2)=[O:21])=[C:6]([CH3:9])[CH:5]=[CH:4][N:3]=1, predict the reactants needed to synthesize it. The reactants are: [Cl:1][C:2]1[C:7]([NH2:8])=[C:6]([CH3:9])[CH:5]=[CH:4][N:3]=1.[CH:10]1([NH:13][C:14]2[C:19]([C:20](Cl)=[O:21])=[CH:18][CH:17]=[CH:16][N:15]=2)[CH2:12][CH2:11]1.P([O-])([O-])([O-])=O.[K+].[K+].[K+].Cl.